The task is: Predict the reactants needed to synthesize the given product.. This data is from Full USPTO retrosynthesis dataset with 1.9M reactions from patents (1976-2016). Given the product [NH:13]1[CH2:17][CH2:16][N:15]=[C:14]1[CH2:18][CH:19]([C:26]1[CH:27]=[C:28]([CH2:1][CH2:2][CH2:3][CH2:4][CH2:5][CH2:6][CH2:10][NH2:11])[CH:29]=[CH:30][CH:31]=1)[C:20]1[CH:25]=[CH:24][CH:23]=[CH:22][N:21]=1, predict the reactants needed to synthesize it. The reactants are: [CH:1](=O)[CH2:2][CH2:3][CH2:4][CH2:5][CH2:6]C.[BH3-][C:10]#[N:11].[Na+].[NH:13]1[CH2:17][CH2:16][N:15]=[C:14]1[CH2:18][CH:19]([C:26]1[CH:27]=[C:28](N)[CH:29]=[CH:30][CH:31]=1)[C:20]1[CH:25]=[CH:24][CH:23]=[CH:22][N:21]=1.N#N.